From a dataset of Full USPTO retrosynthesis dataset with 1.9M reactions from patents (1976-2016). Predict the reactants needed to synthesize the given product. (1) The reactants are: Cl[C:2]1[N:7]=[C:6]([C:8]([F:11])([F:10])[F:9])[CH:5]=[CH:4][N:3]=1.O.ClCCl.[CH2:16]([NH2:20])[CH:17]([CH3:19])[CH3:18]. Given the product [CH3:18][CH:17]([CH3:19])[CH2:16][NH:20][C:2]1[N:7]=[C:6]([C:8]([F:11])([F:10])[F:9])[CH:5]=[CH:4][N:3]=1, predict the reactants needed to synthesize it. (2) Given the product [CH3:28][O:27][C:24]1[CH:25]=[CH:26][C:21]([CH2:20][N:7]2[CH2:6][C:5]3[CH:9]=[CH:10][C:11]([C:13]([O:15][CH3:16])=[O:14])=[CH:12][C:4]=3[O:3][C@H:2]([CH3:1])[CH2:8]2)=[CH:22][CH:23]=1, predict the reactants needed to synthesize it. The reactants are: [CH3:1][C@@H:2]1[CH2:8][NH:7][CH2:6][C:5]2[CH:9]=[CH:10][C:11]([C:13]([O:15][CH3:16])=[O:14])=[CH:12][C:4]=2[O:3]1.[H-].[Na+].Br[CH2:20][C:21]1[CH:26]=[CH:25][C:24]([O:27][CH3:28])=[CH:23][CH:22]=1. (3) The reactants are: Cl.CN(C)CCCN=C=NCC.[CH3:13][O:14][C:15]1[CH:16]=[C:17]([CH:25]=[CH:26][C:27]=1[O:28][CH3:29])[C:18]([CH2:20][CH2:21][C:22]([OH:24])=O)=[O:19].C1(N)C(F)=C(F)C(F)=C(N)C=1F.Cl.Cl.[CH2:44]1[NH:49][CH2:48][CH2:47][N:46]2[CH2:50][CH2:51][CH2:52][C@@H:45]12.C(N(C(C)C)C(C)C)C. Given the product [CH3:13][O:14][C:15]1[CH:16]=[C:17]([C:18](=[O:19])[CH2:20][CH2:21][C:22]([N:49]2[CH2:48][CH2:47][N:46]3[CH2:50][CH2:51][CH2:52][C@H:45]3[CH2:44]2)=[O:24])[CH:25]=[CH:26][C:27]=1[O:28][CH3:29], predict the reactants needed to synthesize it. (4) Given the product [CH3:1][O:2][C:3]1[CH:4]=[C:5]([CH:24]=[CH:25][C:26]=1[O:27][CH2:28][C:29]1[N:30]=[C:31]([C:35]2[CH:40]=[CH:39][CH:38]=[CH:37][CH:36]=2)[O:32][C:33]=1[CH3:34])[CH2:6][O:7][C:8]1[C:12]([C:13]([OH:15])=[O:14])=[CH:11][N:10]([C:18]2[CH:19]=[CH:20][CH:21]=[CH:22][CH:23]=2)[N:9]=1, predict the reactants needed to synthesize it. The reactants are: [CH3:1][O:2][C:3]1[CH:4]=[C:5]([CH:24]=[CH:25][C:26]=1[O:27][CH2:28][C:29]1[N:30]=[C:31]([C:35]2[CH:40]=[CH:39][CH:38]=[CH:37][CH:36]=2)[O:32][C:33]=1[CH3:34])[CH2:6][O:7][C:8]1[C:12]([C:13]([O:15]CC)=[O:14])=[CH:11][N:10]([C:18]2[CH:23]=[CH:22][CH:21]=[CH:20][CH:19]=2)[N:9]=1.[OH-].[Na+].O1CCCC1.Cl. (5) Given the product [F:9][C:8]([F:11])([F:10])[C:5]1[N:6]=[CH:7][C:2]([C:16]2[CH:17]=[CH:18][C:13]([OH:12])=[CH:14][CH:15]=2)=[CH:3][CH:4]=1, predict the reactants needed to synthesize it. The reactants are: Br[C:2]1[CH:3]=[CH:4][C:5]([C:8]([F:11])([F:10])[F:9])=[N:6][CH:7]=1.[OH:12][C:13]1[CH:18]=[CH:17][C:16](B(O)O)=[CH:15][CH:14]=1.C(=O)([O-])[O-].[Na+].[Na+]. (6) The reactants are: [Cl:1][C:2]1[N:6]([CH3:7])[N:5]=[C:4]([C:8]([F:11])([F:10])[F:9])[C:3]=1[C:12]([OH:14])=[O:13].[CH3:15][Si](C=[N+]=[N-])(C)C. Given the product [Cl:1][C:2]1[N:6]([CH3:7])[N:5]=[C:4]([C:8]([F:10])([F:11])[F:9])[C:3]=1[C:12]([O:14][CH3:15])=[O:13], predict the reactants needed to synthesize it. (7) Given the product [Cl:1][C:2]1[CH:41]=[CH:40][CH:39]=[C:38]([Cl:42])[C:3]=1[C:4]([NH:6][C@H:7]([C:34]([O:36][CH3:37])=[O:35])[CH2:8][C:9]1[CH:10]=[CH:11][C:12]([CH2:15][CH2:16][CH2:17][CH2:18][NH:19][C:28]2[CH:33]=[CH:32][CH:31]=[CH:30][N:29]=2)=[CH:13][CH:14]=1)=[O:5], predict the reactants needed to synthesize it. The reactants are: [Cl:1][C:2]1[CH:41]=[CH:40][CH:39]=[C:38]([Cl:42])[C:3]=1[C:4]([NH:6][C@H:7]([C:34]([O:36][CH3:37])=[O:35])[CH2:8][C:9]1[CH:14]=[CH:13][C:12]([CH2:15][CH2:16][CH2:17][CH2:18][N:19]([C:28]2[CH:33]=[CH:32][CH:31]=[CH:30][N:29]=2)C(OCC(Cl)(Cl)Cl)=O)=[CH:11][CH:10]=1)=[O:5].O.C(O)(=O)C.C(OCC)(=O)C.